Task: Predict the reaction yield, written as a fraction of the theoretical maximum amount of product (1.0 means a 100% yield; for example, 0.34 means a 34% yield).. Dataset: Reaction yield outcomes from USPTO patents with 853,638 reactions (1) The reactants are CN(C)CCN(C)C.[Li]C(CC)C.C1CCCCC1.C(N(CC)[C:23](=[O:32])[C:24]1[CH:29]=[CH:28][C:27]([CH2:30][OH:31])=[CH:26][CH:25]=1)C.[CH:35](=[O:42])[C:36]1[CH:41]=[CH:40][CH:39]=[CH:38][CH:37]=1.Cl. The catalyst is C1COCC1. The product is [OH:31][CH2:30][C:27]1[CH:28]=[C:29]2[C:24](=[CH:25][CH:26]=1)[C:23](=[O:32])[O:42][CH:35]2[C:36]1[CH:41]=[CH:40][CH:39]=[CH:38][CH:37]=1. The yield is 0.630. (2) The catalyst is C1COCC1. The reactants are [CH3:1][NH:2][C:3]([C:5]1[CH:9]=[CH:8][S:7][C:6]=1[CH3:10])=[O:4].[Li]CCCC.C1COCC1.C(#N)[C:22]1[CH:27]=[CH:26][C:25]([O:28][CH3:29])=[CH:24][CH:23]=1. The yield is 0.300. The product is [CH3:29][O:28][C:25]1[CH:26]=[CH:27][C:22]([C:1]2[NH:2][C:3](=[O:4])[C:5]3[CH:9]=[CH:8][S:7][C:6]=3[CH:10]=2)=[CH:23][CH:24]=1. (3) The reactants are [OH-].[Na+].[CH3:3][O:4][C:5](=[O:18])[C:6]1[CH:11]=[CH:10][C:9]([O:12]C(=O)C)=[CH:8][C:7]=1[O:16][CH3:17].Cl. The catalyst is C1COCC1.CO.O. The product is [CH3:3][O:4][C:5](=[O:18])[C:6]1[CH:11]=[CH:10][C:9]([OH:12])=[CH:8][C:7]=1[O:16][CH3:17]. The yield is 0.330. (4) The reactants are [Cl:1][C:2]1[C:3]([O:12][C:13]2[CH:18]=[C:17]([O:19][CH2:20][CH2:21][O:22][CH3:23])[CH:16]=[CH:15][C:14]=2/[CH:24]=[C:25](\[CH3:29])/[C:26]([OH:28])=O)=[N:4][CH:5]=[C:6]([C:8]([F:11])([F:10])[F:9])[CH:7]=1.Cl.C(N=C=NCCCN(C)C)C.[F:42][C:43]([F:49])([F:48])[S:44]([NH2:47])(=[O:46])=[O:45].Cl. The catalyst is C(#N)C.CN(C)C1C=CN=CC=1.C(OCC)(=O)C. The product is [Cl:1][C:2]1[C:3]([O:12][C:13]2[CH:18]=[C:17]([O:19][CH2:20][CH2:21][O:22][CH3:23])[CH:16]=[CH:15][C:14]=2/[CH:24]=[C:25](\[CH3:29])/[C:26]([NH:47][S:44]([C:43]([F:49])([F:48])[F:42])(=[O:46])=[O:45])=[O:28])=[N:4][CH:5]=[C:6]([C:8]([F:9])([F:11])[F:10])[CH:7]=1. The yield is 0.860. (5) The reactants are [C:1](Cl)(=[O:5])[CH2:2][CH2:3][CH3:4].[NH2:7][C:8]1[C:16]2[C:11](=[N:12][CH:13]=[C:14]([Br:31])[C:15]=2[N:17]2[CH2:22][CH2:21][CH2:20][C@@H:19]([NH:23][C:24](=[O:30])[O:25][C:26]([CH3:29])([CH3:28])[CH3:27])[CH2:18]2)[NH:10][CH:9]=1.C(N(CC)CC)C.[Li+].[OH-]. The catalyst is ClCCl.CN1C(=O)CCC1.C1COCC1.CC#N.O. The product is [Br:31][C:14]1[C:15]([N:17]2[CH2:22][CH2:21][CH2:20][C@@H:19]([NH:23][C:24](=[O:30])[O:25][C:26]([CH3:28])([CH3:27])[CH3:29])[CH2:18]2)=[C:16]2[C:8]([NH:7][C:1](=[O:5])[CH2:2][CH2:3][CH3:4])=[CH:9][NH:10][C:11]2=[N:12][CH:13]=1. The yield is 1.00. (6) The yield is 8.40. The reactants are N[CH:2]([OH:4])[CH3:3].[CH2:5]([O:12][C:13](Cl)=[O:14])[C:6]1[CH:11]=[CH:10][CH:9]=[CH:8][CH:7]=1.C([N:18](CC)CC)C. The product is [CH2:5]([O:12][C:13](=[O:14])[NH:18][CH2:3][CH2:2][OH:4])[C:6]1[CH:11]=[CH:10][CH:9]=[CH:8][CH:7]=1. The catalyst is C(Cl)Cl. (7) The catalyst is C(Cl)Cl. The reactants are [F:1][C:2]1[CH:3]=[C:4]([C:8]2[CH:17]=[CH:16][C:15]3[C:10](=[CH:11][CH:12]=[C:13]([O:18]C)[CH:14]=3)[C:9]=2[CH2:20][C:21]2[CH:35]=[CH:34][C:24]([O:25][CH2:26][CH2:27][N:28]3[CH2:33][CH2:32][CH2:31][CH2:30][CH2:29]3)=[CH:23][CH:22]=2)[CH:5]=[CH:6][CH:7]=1.B(Br)(Br)Br.C(=O)(O)[O-].[Na+].C(Cl)(Cl)[Cl:46].C(O)(C)C. The yield is 0.570. The product is [ClH:46].[F:1][C:2]1[CH:3]=[C:4]([C:8]2[C:9]([CH2:20][C:21]3[CH:35]=[CH:34][C:24]([O:25][CH2:26][CH2:27][N:28]4[CH2:33][CH2:32][CH2:31][CH2:30][CH2:29]4)=[CH:23][CH:22]=3)=[C:10]3[C:15](=[CH:16][CH:17]=2)[CH:14]=[C:13]([OH:18])[CH:12]=[CH:11]3)[CH:5]=[CH:6][CH:7]=1. (8) The reactants are [CH3:1][O:2][C@H:3]1[CH2:8][CH2:7][C@H:6]([NH:9][C:10]2[C:15]([C:16](=[O:18])[CH3:17])=[CH:14][N:13]=[C:12]3[N:19]([CH2:22][O:23][CH2:24][CH2:25][Si:26]([CH3:29])([CH3:28])[CH3:27])[CH:20]=[CH:21][C:11]=23)[CH2:5][CH2:4]1.[CH3:30]OC(OC)N(C)C. No catalyst specified. The product is [CH3:1][O:2][C@H:3]1[CH2:4][CH2:5][C@H:6]([N:9]2[C:10]3[C:15](=[CH:14][N:13]=[C:12]4[N:19]([CH2:22][O:23][CH2:24][CH2:25][Si:26]([CH3:27])([CH3:29])[CH3:28])[CH:20]=[CH:21][C:11]4=3)[C:16](=[O:18])[CH:17]=[CH:30]2)[CH2:7][CH2:8]1. The yield is 0.770. (9) The reactants are [C:1]([OH:6])(=[O:5])[CH:2]([CH3:4])[CH3:3].C([Li])CCC.CCCCCC.Br[CH2:19][CH2:20][C:21]1[CH:26]=[CH:25][CH:24]=[CH:23][CH:22]=1. The catalyst is C1COCC1. The product is [CH3:3][C:2]([CH3:4])([CH2:19][CH2:20][C:21]1[CH:26]=[CH:25][CH:24]=[CH:23][CH:22]=1)[C:1]([OH:6])=[O:5]. The yield is 0.210. (10) The reactants are [S:1]1[C:5]2[CH:6]=[CH:7][CH:8]=[CH:9][C:4]=2[N:3]=[C:2]1[O:10][C:11]1[CH:16]=[CH:15][C:14]([CH2:17][CH2:18][NH:19][CH2:20][CH2:21][CH2:22][N:23]2[CH2:27][CH2:26][CH2:25][C:24]2=[O:28])=[CH:13][CH:12]=1.[CH3:29][C:30]([CH3:32])=O.[BH-](OC(C)=O)(OC(C)=O)OC(C)=O.[Na+]. The catalyst is C(Cl)Cl. The product is [S:1]1[C:5]2[CH:6]=[CH:7][CH:8]=[CH:9][C:4]=2[N:3]=[C:2]1[O:10][C:11]1[CH:12]=[CH:13][C:14]([CH2:17][CH2:18][N:19]([CH:30]([CH3:32])[CH3:29])[CH2:20][CH2:21][CH2:22][N:23]2[CH2:27][CH2:26][CH2:25][C:24]2=[O:28])=[CH:15][CH:16]=1. The yield is 0.530.